Dataset: Full USPTO retrosynthesis dataset with 1.9M reactions from patents (1976-2016). Task: Predict the reactants needed to synthesize the given product. (1) Given the product [CH:12]1([CH:5]([C:6]2[CH:7]=[CH:8][CH:9]=[CH:10][CH:11]=2)[CH2:4][NH2:1])[CH2:17][CH2:16][CH2:15][CH2:14][CH2:13]1, predict the reactants needed to synthesize it. The reactants are: [N:1]([CH2:4][CH:5]([C:12]1[CH:17]=[CH:16][CH:15]=[CH:14][CH:13]=1)[CH:6]1[CH2:11][CH2:10][CH2:9][CH2:8][CH2:7]1)=[N+]=[N-]. (2) Given the product [CH3:44][O:45][C:46](=[O:52])[CH2:47][C:30]([C:29]1[CH:18]=[CH:19][C:12]([O:11][CH2:10][CH2:9][CH2:8][O:7][C:4]2[CH:3]=[CH:2][C:1]([C:21]3[CH:22]=[CH:23][CH:24]=[CH:25][CH:26]=3)=[CH:6][CH:5]=2)=[CH:13][C:14]=1[F:20])([OH:31])[O:32][CH3:33], predict the reactants needed to synthesize it. The reactants are: [C:1]1([C:21]2[CH:26]=[CH:25][CH:24]=[CH:23][CH:22]=2)[CH:6]=[CH:5][C:4]([O:7][CH2:8][CH2:9][CH2:10][O:11][C:12]2[CH:19]=[CH:18]C(C=O)=[C:14]([F:20])[CH:13]=2)=[CH:3][CH:2]=1.CO[CH2:29][C:30]([O:32][CH3:33])=[O:31].C[Si]([N-][Si](C)(C)C)(C)C.[Na+].[CH3:44][O:45][C:46](=[O:52])[CH:47](OC)CO. (3) Given the product [Br:2][C:3]1[CH:4]=[C:19]([C:18]([OH:21])=[O:20])[C:6]([Cl:13])=[N:7][C:8]=1[C:9]([CH3:11])([CH3:10])[CH3:12], predict the reactants needed to synthesize it. The reactants are: [K].[Br:2][C:3]1[CH:4]=C(C#N)[C:6]([Cl:13](=O)=O)=[N:7][C:8]=1[C:9]([CH3:12])([CH3:11])[CH3:10].[C:18]([O:21]CC)(=[O:20])[CH3:19]. (4) Given the product [NH2:1][C:2]1[C:10]2[C:5](=[N:6][CH:7]=[CH:8][N:9]=2)[S:4][C:3]=1[C:11]([OH:13])=[O:12], predict the reactants needed to synthesize it. The reactants are: [NH2:1][C:2]1[C:10]2[C:5](=[N:6][CH:7]=[CH:8][N:9]=2)[S:4][C:3]=1[C:11]([O:13]CC)=[O:12].[OH-].[K+]. (5) The reactants are: Cl.[Cl:2][C:3]1[CH:10]=[C:9]([C:11]2[NH:15][N:14]=[CH:13][CH:12]=2)[CH:8]=[CH:7][C:4]=1[C:5]#[N:6].C.[OH-].[Na+]. Given the product [Cl:2][C:3]1[CH:10]=[C:9]([C:11]2[CH:12]=[CH:13][NH:14][N:15]=2)[CH:8]=[CH:7][C:4]=1[C:5]#[N:6], predict the reactants needed to synthesize it. (6) The reactants are: [F:1][C:2]1[CH:3]=[C:4]([CH:16]=[CH:17][CH:18]=1)[CH2:5][C:6]1[CH:7]=[C:8]([CH:13]=[CH:14][CH:15]=1)[C:9]([O:11]C)=[O:10].[OH-].[Li+]. Given the product [F:1][C:2]1[CH:3]=[C:4]([CH:16]=[CH:17][CH:18]=1)[CH2:5][C:6]1[CH:7]=[C:8]([CH:13]=[CH:14][CH:15]=1)[C:9]([OH:11])=[O:10], predict the reactants needed to synthesize it. (7) Given the product [OH:45][CH:44]([CH2:46][O:39][CH3:36])[CH2:43][O:1][C:2]1[CH:14]=[C:13]2[C:5]([C:6]3[C:7]([C:18]4[CH:23]=[CH:22][CH:21]=[C:20]([N:24]5[CH2:32][C:31]6[C:26](=[CH:27][C:28]([CH3:33])=[CH:29][CH:30]=6)[C:25]5=[O:34])[C:19]=4[CH3:35])=[CH:8][CH:9]=[C:10]([C:15]([NH2:17])=[O:16])[C:11]=3[NH:12]2)=[CH:4][CH:3]=1, predict the reactants needed to synthesize it. The reactants are: [OH:1][C:2]1[CH:14]=[C:13]2[C:5]([C:6]3[C:7]([C:18]4[CH:23]=[CH:22][CH:21]=[C:20]([N:24]5[CH2:32][C:31]6[C:26](=[CH:27][C:28]([CH3:33])=[CH:29][CH:30]=6)[C:25]5=[O:34])[C:19]=4[CH3:35])=[CH:8][CH:9]=[C:10]([C:15]([NH2:17])=[O:16])[C:11]=3[NH:12]2)=[CH:4][CH:3]=1.[C:36](=[O:39])([O-])[O-].[K+].[K+].Br[CH2:43][CH:44]1[CH2:46][O:45]1. (8) Given the product [CH3:19][O:1][C@H:2]1[CH2:7][CH2:6][N:5]([C:8]([O:10][C:11]([CH3:14])([CH3:13])[CH3:12])=[O:9])[CH2:4][C:3]1([CH3:16])[CH3:15], predict the reactants needed to synthesize it. The reactants are: [OH:1][C@H:2]1[CH2:7][CH2:6][N:5]([C:8]([O:10][C:11]([CH3:14])([CH3:13])[CH3:12])=[O:9])[CH2:4][C:3]1([CH3:16])[CH3:15].[H-].[Na+].[CH3:19]I.[NH4+].[Cl-]. (9) Given the product [CH2:17]([O:19][C:20](=[O:32])[CH:21]([C:30]#[N:31])[CH:22]([C:23]1[CH:24]=[CH:25][C:26]([Br:29])=[CH:27][CH:28]=1)[C:3]1[CH:4]=[CH:5][C:6]([F:8])=[CH:7][C:2]=1[F:1])[CH3:18], predict the reactants needed to synthesize it. The reactants are: [F:1][C:2]1[CH:7]=[C:6]([F:8])[CH:5]=[CH:4][C:3]=1I.[Cl-].[Li+].C([Mg]Cl)(C)C.[CH2:17]([O:19][C:20](=[O:32])[C:21]([C:30]#[N:31])=[CH:22][C:23]1[CH:28]=[CH:27][C:26]([Br:29])=[CH:25][CH:24]=1)[CH3:18].[Cl-].[NH4+].